Dataset: Forward reaction prediction with 1.9M reactions from USPTO patents (1976-2016). Task: Predict the product of the given reaction. (1) Given the reactants [CH3:1][N:2]1[C@@H:19]2[CH2:20][C:7]3=[CH:8][CH:9]=[C:10]([OH:21])[C:11]4[O:12][C@H:13]5[C:14]([CH2:16][CH2:17][C@@H:18]2[C@:5]5([C:6]=43)[CH2:4][CH2:3]1)=[O:15].[ClH:22].O, predict the reaction product. The product is: [CH3:1][N:2]1[C@@H:19]2[CH2:20][C:7]3=[CH:8][CH:9]=[C:10]([OH:21])[C:11]4[O:12][C@H:13]5[C:14]([CH2:16][CH2:17][C@@H:18]2[C@:5]5([C:6]=43)[CH2:4][CH2:3]1)=[O:15].[ClH:22]. (2) Given the reactants [F:1][C:2]1[CH:7]=[CH:6][C:5]([C:8]2[N:9]=[C:10]([C@H:13]3[CH2:25][C:24]4[C:23]5[C:18](=[CH:19][CH:20]=[CH:21][CH:22]=5)[NH:17][C:16]=4[CH:15]([C:26](OC)=[O:27])[NH:14]3)[NH:11][CH:12]=2)=[CH:4][CH:3]=1.[CH2:30]([NH2:34])[CH2:31][CH2:32][CH3:33], predict the reaction product. The product is: [CH2:30]([NH:34][C:26]([CH:15]1[C:16]2[NH:17][C:18]3[C:23](=[CH:22][CH:21]=[CH:20][CH:19]=3)[C:24]=2[CH2:25][C@H:13]([C:10]2[NH:11][CH:12]=[C:8]([C:5]3[CH:6]=[CH:7][C:2]([F:1])=[CH:3][CH:4]=3)[N:9]=2)[NH:14]1)=[O:27])[CH2:31][CH2:32][CH3:33]. (3) Given the reactants [NH2:1][C:2]1[C:3]([S:14]CC2C=CC=CC=2)=[C:4]([CH:10]=[C:11]([Cl:13])[CH:12]=1)[C:5]([O:7]CC)=[O:6].[Al+3].[Cl-].[Cl-].[Cl-], predict the reaction product. The product is: [NH2:1][C:2]1[C:3]([SH:14])=[C:4]([CH:10]=[C:11]([Cl:13])[CH:12]=1)[C:5]([OH:7])=[O:6]. (4) Given the reactants [CH2:1]([N:8]1[CH2:13][CH:12]=[CH:11][CH2:10][CH2:9]1)[C:2]1[CH:7]=[CH:6][CH:5]=[CH:4][CH:3]=1.FC(F)(F)C(O)=[O:17].BrN1C(=O)CCC1=O.[OH-].[Na+], predict the reaction product. The product is: [CH2:1]([N:8]1[CH2:9][CH2:10][CH:11]2[CH:12]([O:17]2)[CH2:13]1)[C:2]1[CH:7]=[CH:6][CH:5]=[CH:4][CH:3]=1. (5) Given the reactants [C:1](Cl)(=[O:8])[C:2]1[CH:7]=[CH:6][CH:5]=[CH:4][CH:3]=1.[CH3:10][C:11]1([CH3:27])[C:19]2[C:14](=[CH:15][C:16]([CH2:20][CH2:21][NH2:22])=[CH:17][CH:18]=2)[C:13]([CH3:24])([CH3:23])[C:12]1([CH3:26])[CH3:25].C(N(CC)CC)C, predict the reaction product. The product is: [CH3:10][C:11]1([CH3:27])[C:19]2[C:14](=[CH:15][C:16]([CH2:20][CH2:21][NH:22][C:1](=[O:8])[C:2]3[CH:7]=[CH:6][CH:5]=[CH:4][CH:3]=3)=[CH:17][CH:18]=2)[C:13]([CH3:24])([CH3:23])[C:12]1([CH3:26])[CH3:25]. (6) Given the reactants B(Br)(Br)Br.[CH:5]1([C:8]2[CH:13]=[CH:12][C:11]([O:14]C)=[C:10]([CH3:16])[CH:9]=2)[CH2:7][CH2:6]1, predict the reaction product. The product is: [CH:5]1([C:8]2[CH:13]=[CH:12][C:11]([OH:14])=[C:10]([CH3:16])[CH:9]=2)[CH2:7][CH2:6]1. (7) Given the reactants [CH2:1]([O:8][C:9](=[O:42])[NH:10][C@@H:11]1[C:14](=[O:15])[N:13](CC2C=CC(OC)=CC=2OC)[C@@H:12]1[CH2:27][N:28]1[N:32]=[C:31]([CH2:33][O:34][Si:35]([C:38]([CH3:41])([CH3:40])[CH3:39])([CH3:37])[CH3:36])[CH:30]=[N:29]1)[C:2]1[CH:7]=[CH:6][CH:5]=[CH:4][CH:3]=1.OP([O-])([O-])=O.[K+].[K+], predict the reaction product. The product is: [CH2:1]([O:8][C:9](=[O:42])[NH:10][C@@H:11]1[C:14](=[O:15])[NH:13][C@@H:12]1[CH2:27][N:28]1[N:32]=[C:31]([CH2:33][O:34][Si:35]([C:38]([CH3:40])([CH3:39])[CH3:41])([CH3:36])[CH3:37])[CH:30]=[N:29]1)[C:2]1[CH:7]=[CH:6][CH:5]=[CH:4][CH:3]=1. (8) Given the reactants [Cl:1][C:2]1[CH:9]=[CH:8][CH:7]=[C:6]([C:10]([F:13])([F:12])[F:11])[C:3]=1[CH:4]=O.[C:14]([CH2:16][C:17]([OH:19])=[O:18])#[N:15].C([O-])(=O)C.[NH4+].N1C=CC=CC=1.Cl, predict the reaction product. The product is: [Cl:1][C:2]1[CH:9]=[CH:8][CH:7]=[C:6]([C:10]([F:13])([F:12])[F:11])[C:3]=1[CH:4]=[C:16]([C:14]#[N:15])[C:17]([OH:19])=[O:18]. (9) Given the reactants C(OC([N:8]1[CH2:13][CH2:12][CH:11]([C:14]2[CH:19]=[CH:18][C:17]([N:20]3[CH:24]=[CH:23][N:22]=[CH:21]3)=[CH:16][CH:15]=2)[CH2:10][CH2:9]1)=O)(C)(C)C.C(Cl)Cl.C(O)(C(F)(F)F)=O, predict the reaction product. The product is: [N:20]1([C:17]2[CH:16]=[CH:15][C:14]([CH:11]3[CH2:12][CH2:13][NH:8][CH2:9][CH2:10]3)=[CH:19][CH:18]=2)[CH:24]=[CH:23][N:22]=[CH:21]1.